Dataset: Reaction yield outcomes from USPTO patents with 853,638 reactions. Task: Predict the reaction yield, written as a fraction of the theoretical maximum amount of product (1.0 means a 100% yield; for example, 0.34 means a 34% yield). (1) The yield is 0.800. The reactants are Br[C:2]1[N:7]=[C:6]([C:8]([OH:10])=[O:9])[CH:5]=[CH:4][C:3]=1[F:11].[F:12][C:13]1[CH:18]=[CH:17][C:16]([F:19])=[CH:15][C:14]=1B(O)O. The catalyst is C1C=CC(P(C2C=CC=CC=2)[C-]2C=CC=C2)=CC=1.C1C=CC(P(C2C=CC=CC=2)[C-]2C=CC=C2)=CC=1.Cl[Pd]Cl.[Fe+2].C(Cl)Cl. The product is [F:12][C:13]1[CH:18]=[CH:17][C:16]([F:19])=[CH:15][C:14]=1[C:2]1[N:7]=[C:6]([C:8]([OH:10])=[O:9])[CH:5]=[CH:4][C:3]=1[F:11]. (2) The reactants are [NH2:1][C:2]1[N:7]=[CH:6][N:5]=[C:4]([NH:8][C@H:9]([C:11]2[N:16]([C:17]3[CH:22]=[CH:21][CH:20]=[CH:19][CH:18]=3)[C:15](=[O:23])[C:14]3=[C:24]([CH3:27])[CH:25]=[CH:26][N:13]3[N:12]=2)[CH3:10])[C:3]=1Br.[O:29]1[CH2:34][CH2:33][N:32]([S:35]([C:38]2[CH:39]=[C:40](B(O)O)[CH:41]=[CH:42][CH:43]=2)(=[O:37])=[O:36])[CH2:31][CH2:30]1.C(=O)([O-])[O-].[Cs+].[Cs+]. The catalyst is O1CCOCC1.C(OCC)(=O)C. The product is [NH2:1][C:2]1[N:7]=[CH:6][N:5]=[C:4]([NH:8][C@H:9]([C:11]2[N:16]([C:17]3[CH:22]=[CH:21][CH:20]=[CH:19][CH:18]=3)[C:15](=[O:23])[C:14]3=[C:24]([CH3:27])[CH:25]=[CH:26][N:13]3[N:12]=2)[CH3:10])[C:3]=1[C:40]1[CH:41]=[CH:42][CH:43]=[C:38]([S:35]([N:32]2[CH2:33][CH2:34][O:29][CH2:30][CH2:31]2)(=[O:37])=[O:36])[CH:39]=1. The yield is 0.730. (3) The reactants are C(=O)([O-])[O-].[K+].[K+].Cl.[NH2:8][OH:9].[C:10]([C@@H:12]([NH:17][C:18](=[O:24])[O:19][C:20]([CH3:23])([CH3:22])[CH3:21])[CH2:13][CH:14]1[CH2:16][CH2:15]1)#[N:11]. The catalyst is O.C(O)C. The product is [NH2:11]/[C:10](=[N:8]\[OH:9])/[C@@H:12]([NH:17][C:18](=[O:24])[O:19][C:20]([CH3:21])([CH3:23])[CH3:22])[CH2:13][CH:14]1[CH2:16][CH2:15]1. The yield is 0.940. (4) The reactants are [CH3:1][C:2]1[N:3]([CH2:20][C:21]2[C:30]3[C:25](=[CH:26][CH:27]=[CH:28][CH:29]=3)[CH:24]=[CH:23][CH:22]=2)[C:4]2[CH:10]=[C:9]([N:11]3[CH2:16][CH2:15][O:14][CH2:13][CH2:12]3)[CH:8]=[C:7]([N+:17]([O-])=O)[C:5]=2[N:6]=1. The catalyst is C(O)C.O.[Fe]. The product is [CH3:1][C:2]1[N:3]([CH2:20][C:21]2[C:30]3[C:25](=[CH:26][CH:27]=[CH:28][CH:29]=3)[CH:24]=[CH:23][CH:22]=2)[C:4]2[CH:10]=[C:9]([N:11]3[CH2:16][CH2:15][O:14][CH2:13][CH2:12]3)[CH:8]=[C:7]([NH2:17])[C:5]=2[N:6]=1. The yield is 0.970. (5) The reactants are [NH2:1][C:2]1[C:10]2[C:5](=[CH:6][CH:7]=[CH:8][C:9]=2[F:11])[C:4]([C:19]2[CH:20]=[C:21]([CH3:27])[C:22](=[O:26])[N:23]([CH3:25])[CH:24]=2)([C:12]2[CH:17]=[CH:16][N:15]=[C:14](Br)[CH:13]=2)[N:3]=1.[Cl:28][C:29]1[CH:30]=[C:31](B(O)O)[CH:32]=[N:33][CH:34]=1.C(=O)([O-])[O-].[Na+].[Na+]. The catalyst is C1COCC1.Cl[Pd]Cl.C1(P(C2C=CC=CC=2)[C-]2C=CC=C2)C=CC=CC=1.[C-]1(P(C2C=CC=CC=2)C2C=CC=CC=2)C=CC=C1.[Fe+2]. The product is [NH2:1][C:2]1[C:10]2[C:5](=[CH:6][CH:7]=[CH:8][C:9]=2[F:11])[C:4]([C:19]2[CH:20]=[C:21]([CH3:27])[C:22](=[O:26])[N:23]([CH3:25])[CH:24]=2)([C:12]2[CH:17]=[CH:16][N:15]=[C:14]([C:31]3[CH:32]=[N:33][CH:34]=[C:29]([Cl:28])[CH:30]=3)[CH:13]=2)[N:3]=1. The yield is 0.0700. (6) The reactants are [F:1][C:2]1[CH:7]=[CH:6][C:5](B(O)O)=[CH:4][CH:3]=1.[OH:11][N:12]1[C:16](=[O:17])[C:15]2=[CH:18][CH:19]=[CH:20][CH:21]=[C:14]2[C:13]1=[O:22].N1C=CC=CC=1. The catalyst is C(Cl)Cl.CC([O-])=O.CC([O-])=O.[Cu+2]. The product is [F:1][C:2]1[CH:7]=[CH:6][C:5]([O:11][N:12]2[C:16](=[O:17])[C:15]3[C:14](=[CH:21][CH:20]=[CH:19][CH:18]=3)[C:13]2=[O:22])=[CH:4][CH:3]=1. The yield is 0.860.